This data is from Forward reaction prediction with 1.9M reactions from USPTO patents (1976-2016). The task is: Predict the product of the given reaction. (1) Given the reactants [CH3:1][C:2]([O:5][C:6]([NH:8][CH2:9][C:10](ON1C(=O)CCC1=O)=O)=[O:7])([CH3:4])[CH3:3].Cl.N1C=CC=CC=1.[CH3:27][CH:28]([CH3:42])[CH2:29][NH:30][C:31]1[C:40]2[C:35](=[CH:36][CH:37]=[CH:38][CH:39]=2)[N:34]=[CH:33][C:32]=1[NH2:41], predict the reaction product. The product is: [C:2]([O:5][C:6](=[O:7])[NH:8][CH2:9][C:10]1[N:30]([CH2:29][CH:28]([CH3:42])[CH3:27])[C:31]2[C:40]3[CH:39]=[CH:38][CH:37]=[CH:36][C:35]=3[N:34]=[CH:33][C:32]=2[N:41]=1)([CH3:1])([CH3:3])[CH3:4]. (2) Given the reactants Cl[C:2]1[C:11]2[C:6](=[CH:7][C:8]([F:13])=[CH:9][C:10]=2[F:12])[N:5]=[C:4]([N:14]2[CH2:19][CH2:18][CH2:17][CH2:16][C:15]2=[O:20])[C:3]=1[CH2:21][CH3:22].[O:23]1[CH2:28][CH2:27][N:26]([C:29]2[CH:30]=[C:31]([NH2:35])[CH:32]=[N:33][CH:34]=2)[CH2:25][CH2:24]1, predict the reaction product. The product is: [CH2:21]([C:3]1[C:4]([N:14]2[CH2:19][CH2:18][CH2:17][CH2:16][C:15]2=[O:20])=[N:5][C:6]2[C:11]([C:2]=1[NH:35][C:31]1[CH:32]=[N:33][CH:34]=[C:29]([N:26]3[CH2:27][CH2:28][O:23][CH2:24][CH2:25]3)[CH:30]=1)=[C:10]([F:12])[CH:9]=[C:8]([F:13])[CH:7]=2)[CH3:22]. (3) The product is: [C:1]([C:3]([CH3:32])([CH3:31])[CH:4]([NH:8][C:9]([C:11]1[C:19]2[C:14](=[N:15][CH:16]=[C:17]([CH:20]3[CH2:21][CH2:22]3)[N:18]=2)[NH:13][CH:12]=1)=[O:10])[CH:5]1[CH2:6][CH2:7]1)#[N:2]. Given the reactants [C:1]([C:3]([CH3:32])([CH3:31])[CH:4]([NH:8][C:9]([C:11]1[C:19]2[C:14](=[N:15][CH:16]=[C:17]([CH:20]3[CH2:22][CH2:21]3)[N:18]=2)[N:13](COCC[Si](C)(C)C)[CH:12]=1)=[O:10])[CH:5]1[CH2:7][CH2:6]1)#[N:2].C(O)(C(F)(F)F)=O, predict the reaction product. (4) Given the reactants CC1(C)COB([C:8]2[C:9]([C:15]#[N:16])=[N:10][C:11]([CH3:14])=[CH:12][CH:13]=2)OC1.Br[C:19]1[N:24]=[CH:23][C:22]([F:25])=[CH:21][N:20]=1.[F-].[Cs+], predict the reaction product. The product is: [F:25][C:22]1[CH:21]=[N:20][C:19]([C:8]2[C:9]([C:15]#[N:16])=[N:10][C:11]([CH3:14])=[CH:12][CH:13]=2)=[N:24][CH:23]=1. (5) Given the reactants [Br:1][C:2]1[CH:7]=[CH:6][C:5]([SH:8])=[CH:4][CH:3]=1.[F:9][C:10]1[CH:15]=[C:14]([F:16])[CH:13]=[CH:12][C:11]=1I.CC(CCC)C(=O)C(=O)C(C)(C)C.C(=O)([O-])[O-].[Cs+].[Cs+], predict the reaction product. The product is: [Br:1][C:2]1[CH:7]=[CH:6][C:5]([S:8][C:15]2[C:10]([F:9])=[CH:11][CH:12]=[CH:13][C:14]=2[F:16])=[CH:4][CH:3]=1.